Task: Predict the reaction yield, written as a fraction of the theoretical maximum amount of product (1.0 means a 100% yield; for example, 0.34 means a 34% yield).. Dataset: Reaction yield outcomes from USPTO patents with 853,638 reactions (1) The reactants are [BH4-].[Na+].[O:3]=[C:4]1[CH2:9][N:8]([C:10]([O:12][C:13]([CH3:16])([CH3:15])[CH3:14])=[O:11])[C@H:7]([C:17]([O:19][CH2:20][CH3:21])=[O:18])[CH2:6][CH2:5]1. The catalyst is CCO. The product is [OH:3][C@@H:4]1[CH2:9][N:8]([C:10]([O:12][C:13]([CH3:14])([CH3:15])[CH3:16])=[O:11])[C@H:7]([C:17]([O:19][CH2:20][CH3:21])=[O:18])[CH2:6][CH2:5]1. The yield is 0.800. (2) The reactants are [OH:1][C:2]1[C:7]([O:8][CH3:9])=[CH:6][CH:5]=[CH:4][C:3]=1[C:10]1[C:18]2[C:17]([NH:19][C@H:20]([C:22]3[N:27]([C:28]4[CH:33]=[CH:32][CH:31]=[CH:30][CH:29]=4)[C:26](=[O:34])[C:25]4=[C:35]([CH3:38])[CH:36]=[CH:37][N:24]4[N:23]=3)[CH3:21])=[N:16][CH:15]=[N:14][C:13]=2[N:12](COCC[Si](C)(C)C)[CH:11]=1.FC(F)(F)C(O)=O.N. No catalyst specified. The product is [OH:1][C:2]1[C:7]([O:8][CH3:9])=[CH:6][CH:5]=[CH:4][C:3]=1[C:10]1[C:18]2[C:17]([NH:19][C@H:20]([C:22]3[N:27]([C:28]4[CH:33]=[CH:32][CH:31]=[CH:30][CH:29]=4)[C:26](=[O:34])[C:25]4=[C:35]([CH3:38])[CH:36]=[CH:37][N:24]4[N:23]=3)[CH3:21])=[N:16][CH:15]=[N:14][C:13]=2[NH:12][CH:11]=1. The yield is 0.480. (3) The reactants are [F:1][C:2]1[CH:3]=[C:4]2[C:8](=[CH:9][CH:10]=1)[NH:7][C:6](=[O:11])[CH2:5]2.C[Si]([N-][Si](C)(C)C)(C)C.[Li+].C(N(CC)C[CH2:26][C:27]1[N:32]=[C:31]2[CH2:33][O:34][C:35](=O)[C:30]2=[CH:29][CH:28]=1)C.Cl. The catalyst is C1COCC1. The product is [CH2:6]([N:7]([CH2:26][C:27]1[N:32]=[C:31]2[CH2:33][O:34][C:35](=[C:5]3[C:4]4[C:8](=[CH:9][CH:10]=[C:2]([F:1])[CH:3]=4)[NH:7][C:6]3=[O:11])[C:30]2=[CH:29][CH:28]=1)[CH2:8][CH3:4])[CH3:5]. The yield is 0.390. (4) The reactants are [C:1]([O:5][C:6](=[O:13])[NH:7][CH:8]([CH3:12])[CH:9]=[N:10][OH:11])([CH3:4])([CH3:3])[CH3:2].[Cl:14]N1C(=O)CCC1=O. The catalyst is CN(C)C=O. The product is [Cl:14]/[C:9](=[N:10]\[OH:11])/[C@H:8]([NH:7][C:6](=[O:13])[O:5][C:1]([CH3:4])([CH3:2])[CH3:3])[CH3:12]. The yield is 0.960. (5) The reactants are [F:1][C:2]1[C:7]([F:8])=[CH:6][CH:5]=[CH:4][C:3]=1[C@:9]1([CH3:20])[CH2:14][C@@H:13]([C:15]([F:18])([F:17])[F:16])[O:12][C:11]([NH2:19])=[N:10]1.S(=O)(=O)(O)O.[N+:26]([O-])([O-:28])=[O:27].[Na+]. No catalyst specified. The product is [F:1][C:2]1[C:7]([F:8])=[CH:6][C:5]([N+:26]([O-:28])=[O:27])=[CH:4][C:3]=1[C@:9]1([CH3:20])[CH2:14][C@@H:13]([C:15]([F:18])([F:16])[F:17])[O:12][C:11]([NH2:19])=[N:10]1. The yield is 0.980. (6) The reactants are [CH2:1]([O:8][C:9]1[CH:18]=[C:17]2[C:12]([C:13]([NH:20][C:21]3[CH:25]=[C:24]([CH3:26])[NH:23][N:22]=3)=[N:14][C:15](Cl)=[N:16]2)=[CH:11][C:10]=1[O:27][CH3:28])[C:2]1[CH:7]=[CH:6][CH:5]=[CH:4][CH:3]=1.[C:29]1([SH:35])[CH:34]=[CH:33][CH:32]=[CH:31][CH:30]=1. The catalyst is C(O)(C)(C)C. The product is [CH2:1]([O:8][C:9]1[CH:18]=[C:17]2[C:12]([C:13]([NH:20][C:21]3[CH:25]=[C:24]([CH3:26])[NH:23][N:22]=3)=[N:14][C:15]([S:35][C:29]3[CH:34]=[CH:33][CH:32]=[CH:31][CH:30]=3)=[N:16]2)=[CH:11][C:10]=1[O:27][CH3:28])[C:2]1[CH:7]=[CH:6][CH:5]=[CH:4][CH:3]=1. The yield is 0.620. (7) The reactants are [Br:1][C:2]1[CH:3]=[C:4](N)[C:5]([Cl:8])=[N:6][CH:7]=1.N([O-])=[O:11].[Na+].[OH-].[Na+]. The catalyst is OS(O)(=O)=O.O. The product is [Br:1][C:2]1[CH:3]=[C:4]([OH:11])[C:5]([Cl:8])=[N:6][CH:7]=1. The yield is 0.900.